This data is from Peptide-MHC class I binding affinity with 185,985 pairs from IEDB/IMGT. The task is: Regression. Given a peptide amino acid sequence and an MHC pseudo amino acid sequence, predict their binding affinity value. This is MHC class I binding data. (1) The peptide sequence is IPRRNVATL. The binding affinity (normalized) is 0. The MHC is HLA-A33:01 with pseudo-sequence HLA-A33:01. (2) The peptide sequence is YTLLGCWSFV. The MHC is HLA-A68:02 with pseudo-sequence HLA-A68:02. The binding affinity (normalized) is 0.519. (3) The peptide sequence is TMHQDVATF. The MHC is HLA-A66:01 with pseudo-sequence HLA-A66:01. The binding affinity (normalized) is 0.213. (4) The peptide sequence is ILTYNKTSK. The MHC is HLA-A30:01 with pseudo-sequence HLA-A30:01. The binding affinity (normalized) is 0. (5) The peptide sequence is SAINNYAQKL. The MHC is H-2-Db with pseudo-sequence H-2-Db. The binding affinity (normalized) is 0.683. (6) The peptide sequence is AEMGGHAER. The MHC is HLA-A11:01 with pseudo-sequence HLA-A11:01. The binding affinity (normalized) is 0.0847. (7) The peptide sequence is EDFEIFYNL. The MHC is HLA-A29:02 with pseudo-sequence HLA-A29:02. The binding affinity (normalized) is 0.0847. (8) The MHC is HLA-B07:02 with pseudo-sequence HLA-B07:02. The binding affinity (normalized) is 0.644. The peptide sequence is RPNITSTAL. (9) The peptide sequence is YSRPWNWTF. The MHC is HLA-B40:01 with pseudo-sequence HLA-B40:01. The binding affinity (normalized) is 0.0854. (10) The peptide sequence is NLEELTTVFI. The binding affinity (normalized) is 0.189. The MHC is HLA-A02:03 with pseudo-sequence HLA-A02:03.